This data is from Catalyst prediction with 721,799 reactions and 888 catalyst types from USPTO. The task is: Predict which catalyst facilitates the given reaction. (1) Reactant: [CH:1]1[C:12]2=[C:13]3[CH:8]([CH2:9][CH2:10][CH2:11]2)[CH2:7][CH2:6][CH2:5][C:4]3=[CH:3][C:2]=1[NH:14][C:15]([C:17]1[CH:18]=[CH:19][C:20]([C:23]([O:25]C)=[O:24])=[N:21][CH:22]=1)=[O:16].[OH-].[Na+].Cl. Product: [CH:1]1[C:12]2=[C:13]3[CH:8]([CH2:9][CH2:10][CH2:11]2)[CH2:7][CH2:6][CH2:5][C:4]3=[CH:3][C:2]=1[NH:14][C:15]([C:17]1[CH:18]=[CH:19][C:20]([C:23]([OH:25])=[O:24])=[N:21][CH:22]=1)=[O:16]. The catalyst class is: 8. (2) Reactant: [N:1]1[C:6]2[NH:7][C:8]3[CH:13]=[N:12][C:11]([OH:14])=[CH:10][C:9]=3[C:5]=2[CH:4]=[CH:3][CH:2]=1.[F:15][C:16]([F:29])([F:28])[S:17](O[S:17]([C:16]([F:29])([F:28])[F:15])(=[O:19])=[O:18])(=[O:19])=[O:18]. Product: [F:15][C:16]([F:29])([F:28])[S:17]([O:14][C:11]1[CH:10]=[C:9]2[C:5]3[C:6](=[N:1][CH:2]=[CH:3][CH:4]=3)[N:7]([S:17]([C:16]([F:15])([F:28])[F:29])(=[O:18])=[O:19])[C:8]2=[CH:13][N:12]=1)(=[O:19])=[O:18]. The catalyst class is: 17. (3) Reactant: [NH:1]1[CH2:5][CH2:4][CH2:3][CH2:2]1.Br[CH2:7][C:8]([C:10]1[CH:15]=[CH:14][CH:13]=[CH:12][C:11]=1[O:16][CH3:17])=[O:9].[BH4-].[Na+]. Product: [OH:9][CH:8]([C:10]1[CH:15]=[CH:14][CH:13]=[CH:12][C:11]=1[O:16][CH3:17])[CH2:7][N:1]1[CH2:5][CH2:4][CH2:3][CH2:2]1. The catalyst class is: 36. (4) Product: [Al:48].[N:19]([N:20]([C:21]1[CH:26]=[CH:25][CH:24]=[CH:23][CH:22]=1)[OH:27])=[O:18]. The catalyst class is: 3. Reactant: C(OC(=O)C(C)=C)C1OC1.C(N(CC)CC)C.[O:18]=[N:19][N:20]([O-:27])[C:21]1[CH:26]=[CH:25][CH:24]=[CH:23][CH:22]=1.O=NN([O-])C1C=CC=CC=1.O=NN([O-])C1C=CC=CC=1.[Al+3:48]. (5) Reactant: [C:1]([O:22]CC)(=[O:21])/[CH:2]=[CH:3]\[CH:4]=[CH:5][CH:6]=[CH:7][CH:8]=[CH:9][CH:10]=[CH:11][CH2:12][CH2:13][CH2:14][CH2:15][CH2:16][CH2:17][CH2:18][CH2:19][CH3:20].[OH-].[Na+].O.Cl. Product: [C:1]([OH:22])(=[O:21])/[CH:2]=[CH:3]\[CH:4]=[CH:5][CH:6]=[CH:7][CH:8]=[CH:9][CH:10]=[CH:11][CH2:12][CH2:13][CH2:14][CH2:15][CH2:16][CH2:17][CH2:18][CH2:19][CH3:20]. The catalyst class is: 5. (6) Reactant: [NH2:1][C:2]1[C:7]([C:8]2[O:12][N:11]=[C:10]([C:13](OCC)=[O:14])[CH:9]=2)=[CH:6][CH:5]=[CH:4][N:3]=1.[BH4-].[Na+].Cl.C(=O)(O)[O-].[Na+].[OH-].[Na+]. Product: [NH2:1][C:2]1[C:7]([C:8]2[O:12][N:11]=[C:10]([CH2:13][OH:14])[CH:9]=2)=[CH:6][CH:5]=[CH:4][N:3]=1. The catalyst class is: 214.